Task: Regression. Given a peptide amino acid sequence and an MHC pseudo amino acid sequence, predict their binding affinity value. This is MHC class I binding data.. Dataset: Peptide-MHC class I binding affinity with 185,985 pairs from IEDB/IMGT (1) The peptide sequence is LITNTIAGV. The MHC is HLA-B15:01 with pseudo-sequence HLA-B15:01. The binding affinity (normalized) is 0.0847. (2) The peptide sequence is ALQDSGLEV. The MHC is HLA-A02:02 with pseudo-sequence HLA-A02:02. The binding affinity (normalized) is 0.678.